From a dataset of B-cell epitopes from IEDB database with 3,159 antigens for binding position prediction. Token-level Classification. Given an antigen amino acid sequence, predict which amino acid positions are active epitope sites capable of antibody binding. Output is a list of indices for active positions. (1) Given the antigen sequence: MAKNNTNRHYSLRKLKKGTASVAVALSVIGAGLVVNTNEVSARVFPRGTVENPDKARELLNKYDVENSMLQANNDKLTTENKNLTDQNKELKAEENRLTTENKGLTKKLSEAEEEAANKEQESKETIGTLKKTLDETVKDKIAKEQESKETIGTLKKTLDETVKDKIAKEQESKETIGTLKKILDETVKDKIAREQKSKQDIGALKQELAKKDEGNKVSEASRKGLRRDLDASREAKKQVEKDLANLTAELDKVKEEKQISDASRKGLRRDLDASREAKKQVEKDLANLTAELDKVKEEKQISDASRQGLRRDLDASREAKKQVEKALEEANSKLAALEKLNKELEESKKLTEKEKAELQAKLEAEAKALKEQLAKQAEELAKLRAGKASDSQTPDAKPGNKVVPGKGQAPQAGTKPNQNKAPMKETKRQLPSTGETANPFFTAAALTVMATAGVAAVVKRKEEN, which amino acid positions are active epitope sites? The epitope positions are: [231, 232, 233, 234, 235, 236, 237, 238, 239, 240, 241, 242, 243, 244, 245]. The amino acids at these positions are: ASREAKKQVEKDLAN. (2) Given the antigen sequence: MSWQTYVDEHLMCEIEGHHLASAAILGHDGTVWAQSADFPQFKPEEITGIMKDFDEPGHLAPTGMFVAGAKYMVIQGEPGAVIRGKKGAGGITIKKTGQALVVGIYDEPMTPGQCNMVVERLGDYLVEQGM, which amino acid positions are active epitope sites? The epitope positions are: [108, 109, 110, 111, 112, 113, 114, 115, 116, 117, 118, 119, 120, 121, 122, 123, 124, 125, 126, 127... (23 total positions)]. The amino acids at these positions are: PMTPGQCNMVVERLGDYLVEQGM.